This data is from Retrosynthesis with 50K atom-mapped reactions and 10 reaction types from USPTO. The task is: Predict the reactants needed to synthesize the given product. (1) Given the product CC(C)(C)C1(O)c2ccccc2-c2ccccc21, predict the reactants needed to synthesize it. The reactants are: CC(C)(C)[Mg+].O=C1c2ccccc2-c2ccccc21. (2) Given the product CSCC[C@@H](CS(=O)(=O)O)NC(=O)CN, predict the reactants needed to synthesize it. The reactants are: CSCC[C@@H](CS(=O)(=O)O)NC(=O)CNC(=O)OC(C)(C)C. (3) Given the product COC(=O)c1ccc(CNC(=O)c2cc(Cl)ccc2Oc2ccc(F)cc2)cc1, predict the reactants needed to synthesize it. The reactants are: COC(=O)c1ccc(CN)cc1.O=C(O)c1cc(Cl)ccc1Oc1ccc(F)cc1. (4) Given the product CCN(CC)C(=O)c1ccc(C(=O)c2cccc3cccnc23)cc1, predict the reactants needed to synthesize it. The reactants are: CCN(CC)C(=O)c1ccc(C(O)c2cccc3cccnc23)cc1.